From a dataset of Full USPTO retrosynthesis dataset with 1.9M reactions from patents (1976-2016). Predict the reactants needed to synthesize the given product. (1) The reactants are: [Cl:1][C:2]1[C:3]([NH:9][S:10]([C:13]2[CH:22]=[CH:21][C:16]([C:17]([O:19][CH3:20])=[O:18])=[CH:15][CH:14]=2)(=[O:12])=[O:11])=[N:4][CH:5]=[C:6]([Cl:8])[CH:7]=1.Br[CH2:24][C:25]1[CH:30]=[CH:29][CH:28]=[CH:27][C:26]=1[C:31]([F:34])([F:33])[F:32]. Given the product [Cl:1][C:2]1[C:3]([N:9]([CH2:24][C:25]2[CH:30]=[CH:29][CH:28]=[CH:27][C:26]=2[C:31]([F:32])([F:33])[F:34])[S:10]([C:13]2[CH:14]=[CH:15][C:16]([C:17]([O:19][CH3:20])=[O:18])=[CH:21][CH:22]=2)(=[O:12])=[O:11])=[N:4][CH:5]=[C:6]([Cl:8])[CH:7]=1, predict the reactants needed to synthesize it. (2) Given the product [CH2:10]1[C:18]2[C:13](=[C:14]([NH2:1])[CH:15]=[CH:16][CH:17]=2)[CH2:12][CH2:11]1, predict the reactants needed to synthesize it. The reactants are: [N+:1]([O-])(O)=O.S(=O)(=O)(O)O.[CH2:10]1[C:18]2[C:13](=[CH:14][CH:15]=[CH:16][CH:17]=2)[CH2:12][CH2:11]1.